From a dataset of Full USPTO retrosynthesis dataset with 1.9M reactions from patents (1976-2016). Predict the reactants needed to synthesize the given product. The reactants are: C(OC([NH:8][C@@H:9]([C:13]1[CH:22]=[CH:21][C:20]2[C:15](=[CH:16][CH:17]=[C:18]([O:23][CH3:24])[CH:19]=2)[CH:14]=1)[C:10]([OH:12])=[O:11])=O)(C)(C)C.F[C:26](F)(F)C(O)=O. Given the product [NH2:8][C@@H:9]([C:13]1[CH:22]=[CH:21][C:20]2[C:15](=[CH:16][CH:17]=[C:18]([O:23][CH3:24])[CH:19]=2)[CH:14]=1)[C:10]([O:12][CH3:26])=[O:11], predict the reactants needed to synthesize it.